From a dataset of Full USPTO retrosynthesis dataset with 1.9M reactions from patents (1976-2016). Predict the reactants needed to synthesize the given product. (1) Given the product [C:2]([C:7]1[N:8]=[C:9]([CH2:12][N:13]2[N:17]=[C:16]([NH:18][C:32]([C:27]3[N:28]=[C:29]([CH3:31])[O:30][C:26]=3[C:22]3[CH:23]=[CH:24][CH:25]=[C:20]([F:19])[CH:21]=3)=[O:33])[CH:15]=[N:14]2)[S:10][CH:11]=1)(=[O:6])[CH3:1], predict the reactants needed to synthesize it. The reactants are: [CH3:1][C:2]1([C:7]2[N:8]=[C:9]([CH2:12][N:13]3[N:17]=[C:16]([NH2:18])[CH:15]=[N:14]3)[S:10][CH:11]=2)[O:6]CCO1.[F:19][C:20]1[CH:21]=[C:22]([C:26]2[O:30][C:29]([CH3:31])=[N:28][C:27]=2[C:32](O)=[O:33])[CH:23]=[CH:24][CH:25]=1. (2) Given the product [Br:12][C:13]1[S:17][C:16]([S:18]([N:8]2[C:9]3[C:5](=[CH:4][C:3]([CH:1]=[O:2])=[CH:11][CH:10]=3)[CH:6]=[CH:7]2)(=[O:20])=[O:19])=[CH:15][CH:14]=1, predict the reactants needed to synthesize it. The reactants are: [CH:1]([C:3]1[CH:4]=[C:5]2[C:9](=[CH:10][CH:11]=1)[NH:8][CH:7]=[CH:6]2)=[O:2].[Br:12][C:13]1[S:17][C:16]([S:18](Cl)(=[O:20])=[O:19])=[CH:15][CH:14]=1. (3) Given the product [CH:41]1([NH:40][C:21]([C:18]2[CH:19]=[CH:20][C:15]3[N:16]([CH:24]=[C:13]([C:3]4[C:4]([C:7]5[CH:8]=[CH:9][CH:10]=[CH:11][CH:12]=5)=[N:5][O:6][C:2]=4[CH3:1])[N:14]=3)[CH:17]=2)=[O:23])[CH2:43][CH2:42]1, predict the reactants needed to synthesize it. The reactants are: [CH3:1][C:2]1[O:6][N:5]=[C:4]([C:7]2[CH:12]=[CH:11][CH:10]=[CH:9][CH:8]=2)[C:3]=1[C:13]1[N:14]=[C:15]2[CH:20]=[CH:19][C:18]([C:21]([OH:23])=O)=[CH:17][N:16]2[CH:24]=1.C[C:43]1O[N:40]=[C:41](C2C=CC=CC=2)[C:42]=1C1N=C2C=[C:43](C(O)=O)[CH:42]=[CH:41][N:40]2C=1. (4) Given the product [O:19]=[C:13]1[N:12]([C:20]2[CH:25]=[CH:24][CH:23]=[C:22]([C:26]([F:28])([F:27])[F:29])[CH:21]=2)[C:11]2[CH2:30][CH2:31][C:32](=[O:33])[C:10]=2[CH:9]([C:6]2[CH:5]=[CH:4][C:3]([C:1]#[N:2])=[CH:8][CH:7]=2)[N:14]1[CH2:15][C:16](=[O:18])[N:63]1[CH2:68][CH2:67][S:66][CH2:65][CH2:64]1, predict the reactants needed to synthesize it. The reactants are: [C:1]([C:3]1[CH:8]=[CH:7][C:6]([CH:9]2[N:14]([CH2:15][C:16]([OH:18])=O)[C:13](=[O:19])[N:12]([C:20]3[CH:25]=[CH:24][CH:23]=[C:22]([C:26]([F:29])([F:28])[F:27])[CH:21]=3)[C:11]3[CH2:30][CH2:31][C:32](=[O:33])[C:10]2=3)=[CH:5][CH:4]=1)#[N:2].C(N(CC)CC)C.F[B-](F)(F)F.C[N+](C)=C(N(C)C)ON1C2C=CC=CC=2N=N1.[NH:63]1[CH2:68][CH2:67][S:66][CH2:65][CH2:64]1. (5) The reactants are: [CH3:1][CH:2]1[CH2:9][C@H:8]2[C@H:4]([CH2:5][NH:6][C@@H:7]2[CH2:10][NH:11][C:12]([C:14]2[N:21]3[C:17]([S:18][CH:19]=[CH:20]3)=[N:16][C:15]=2[CH3:22])=[O:13])[CH2:3]1.[F:23][C:24]1[CH:25]=[C:26]([C:31]2[S:35][C:34]([CH3:36])=[N:33][C:32]=2[C:37](O)=[O:38])[CH:27]=[CH:28][C:29]=1[F:30]. Given the product [F:23][C:24]1[CH:25]=[C:26]([C:31]2[S:35][C:34]([CH3:36])=[N:33][C:32]=2[C:37]([N:6]2[CH2:5][C@H:4]3[C@H:8]([CH2:9][CH:2]([CH3:1])[CH2:3]3)[C@H:7]2[CH2:10][NH:11][C:12]([C:14]2[N:21]3[C:17]([S:18][CH:19]=[CH:20]3)=[N:16][C:15]=2[CH3:22])=[O:13])=[O:38])[CH:27]=[CH:28][C:29]=1[F:30], predict the reactants needed to synthesize it. (6) Given the product [N:1]1[CH:6]=[CH:5][CH:4]=[C:3]([CH2:7][CH2:8][C:9]([C:11]2[CH:16]=[CH:15][CH:14]=[C:13]([O:17][CH2:18][C:19]([O:21][C:22]([CH3:25])([CH3:24])[CH3:23])=[O:20])[CH:12]=2)=[O:10])[CH:2]=1, predict the reactants needed to synthesize it. The reactants are: [N:1]1[CH:6]=[CH:5][CH:4]=[C:3]([CH:7]=[CH:8][C:9]([C:11]2[CH:16]=[CH:15][CH:14]=[C:13]([O:17][CH2:18][C:19]([O:21][C:22]([CH3:25])([CH3:24])[CH3:23])=[O:20])[CH:12]=2)=[O:10])[CH:2]=1.